This data is from Peptide-MHC class I binding affinity with 185,985 pairs from IEDB/IMGT. The task is: Regression. Given a peptide amino acid sequence and an MHC pseudo amino acid sequence, predict their binding affinity value. This is MHC class I binding data. (1) The peptide sequence is IASTLIVTI. The MHC is HLA-A30:01 with pseudo-sequence HLA-A30:01. The binding affinity (normalized) is 0.786. (2) The peptide sequence is EEQELLLLY. The MHC is HLA-A29:02 with pseudo-sequence HLA-A29:02. The binding affinity (normalized) is 0.574. (3) The peptide sequence is GESKSYCEL. The MHC is HLA-B40:01 with pseudo-sequence HLA-B40:01. The binding affinity (normalized) is 0.966. (4) The peptide sequence is WLKERLPGF. The MHC is HLA-B18:01 with pseudo-sequence HLA-B18:01. The binding affinity (normalized) is 0.0847. (5) The peptide sequence is GMHDGTVGK. The MHC is HLA-A02:03 with pseudo-sequence HLA-A02:03. The binding affinity (normalized) is 0.0847.